Predict the product of the given reaction. From a dataset of Forward reaction prediction with 1.9M reactions from USPTO patents (1976-2016). (1) The product is: [Cl:1][C:2]1[CH:25]=[CH:24][C:5]([CH2:6][NH:7][C:8]([C:10]2[C:11](=[O:23])[C:12]3[CH:21]=[C:20]([C:28]#[C:27][CH2:26][OH:29])[S:19][C:13]=3[N:14]([CH:16]([CH3:18])[CH3:17])[CH:15]=2)=[O:9])=[CH:4][CH:3]=1. Given the reactants [Cl:1][C:2]1[CH:25]=[CH:24][C:5]([CH2:6][NH:7][C:8]([C:10]2[C:11](=[O:23])[C:12]3[CH:21]=[C:20](I)[S:19][C:13]=3[N:14]([CH:16]([CH3:18])[CH3:17])[CH:15]=2)=[O:9])=[CH:4][CH:3]=1.[CH2:26]([OH:29])[C:27]#[CH:28], predict the reaction product. (2) Given the reactants [CH3:1][CH:2]1[CH2:11][CH:10]([OH:12])[C:9]2[C:4](=[CH:5][CH:6]=[CH:7][CH:8]=2)[NH:3]1.[CH3:13][O:14][C:15]1[CH:16]=[C:17]([CH:21]=[C:22]([O:26][CH3:27])[C:23]=1[O:24][CH3:25])[C:18](O)=[O:19], predict the reaction product. The product is: [CH3:27][O:26][C:22]1[CH:21]=[C:17]([CH:16]=[C:15]([O:14][CH3:13])[C:23]=1[O:24][CH3:25])[C:18]([N:3]1[C:4]2[C:9](=[CH:8][CH:7]=[CH:6][CH:5]=2)[CH:10]([OH:12])[CH2:11][CH:2]1[CH3:1])=[O:19]. (3) Given the reactants C(OC1N=C2C(N=C(OC)N2CCCC2CCCCN2)=C(N)N=1)CCC.[NH2:27][C:28]1[N:36]=[C:35]([O:37][CH2:38][CH2:39][CH2:40][CH3:41])[N:34]=[C:33]2[C:29]=1[N:30]=[C:31]([O:63][CH3:64])[N:32]2[CH2:42][CH2:43][CH2:44][CH2:45][CH2:46][CH:47]1[CH2:52][CH2:51][N:50](C(OCC2C=CC=CC=2)=O)[CH2:49][CH2:48]1, predict the reaction product. The product is: [CH2:38]([O:37][C:35]1[N:34]=[C:33]2[C:29]([N:30]=[C:31]([O:63][CH3:64])[N:32]2[CH2:42][CH2:43][CH2:44][CH2:45][CH2:46][CH:47]2[CH2:48][CH2:49][NH:50][CH2:51][CH2:52]2)=[C:28]([NH2:27])[N:36]=1)[CH2:39][CH2:40][CH3:41]. (4) Given the reactants [CH3:13][O:12][C:10](=O)[C:9](N=N[C:9]([CH3:15])(C)[C:10]([O:12][CH3:13])=O)(C)[CH3:15].[OH2:17].CO.C[C:21](=[O:24])[CH2:22]C, predict the reaction product. The product is: [C:21]([O:24][CH:9]([CH3:15])[CH2:10][O:12][CH3:13])(=[O:17])[CH3:22].